Dataset: Full USPTO retrosynthesis dataset with 1.9M reactions from patents (1976-2016). Task: Predict the reactants needed to synthesize the given product. (1) Given the product [C:21]([C:11]1([C:14]2[CH:19]=[CH:18][CH:17]=[CH:16][C:15]=2[CH3:20])[CH2:12][CH2:13][N:8]([C:24]([O:26][CH2:27][CH3:28])=[O:25])[CH2:9][CH2:10]1)#[N:22], predict the reactants needed to synthesize it. The reactants are: C([N:8]1[CH2:13][CH2:12][C:11]([C:21]#[N:22])([C:14]2[CH:19]=[CH:18][CH:17]=[CH:16][C:15]=2[CH3:20])[CH2:10][CH2:9]1)C1C=CC=CC=1.Cl[C:24]([O:26][CH2:27][CH3:28])=[O:25].C(=O)([O-])O.[K+].O. (2) Given the product [ClH:17].[N:1]1([CH2:7][C:8]2[S:12][C:11]([C:13]([OH:15])=[O:14])=[CH:10][CH:9]=2)[CH2:6][CH2:5][O:4][CH2:3][CH2:2]1, predict the reactants needed to synthesize it. The reactants are: [N:1]1([CH2:7][C:8]2[S:12][C:11]([C:13]([O:15]C)=[O:14])=[CH:10][CH:9]=2)[CH2:6][CH2:5][O:4][CH2:3][CH2:2]1.[ClH:17]. (3) Given the product [C:21]([C:24]1[S:28][C:27]([N:29]2[CH2:33][CH2:32][N:31]([CH2:10][C:11]3[CH:12]=[C:13]([CH:18]=[CH:19][CH:20]=3)[C:14]([O:16][CH3:17])=[O:15])[C:30]2=[O:34])=[N:26][C:25]=1[CH3:35])(=[O:23])[CH3:22], predict the reactants needed to synthesize it. The reactants are: C(Br)C1C=CC=CC=1.Br[CH2:10][C:11]1[CH:12]=[C:13]([CH:18]=[CH:19][CH:20]=1)[C:14]([O:16][CH3:17])=[O:15].[C:21]([C:24]1[S:28][C:27]([N:29]2[CH2:33][CH2:32][NH:31][C:30]2=[O:34])=[N:26][C:25]=1[CH3:35])(=[O:23])[CH3:22]. (4) Given the product [O:4]1[C:5]2([CH2:6][CH2:7][CH:8]([O:11][C:12]3[CH:13]=[C:14]([CH2:15][OH:16])[CH:18]=[C:19]([C:21]([F:23])([F:22])[F:24])[N:20]=3)[CH2:9][CH2:10]2)[O:1][CH2:2][CH2:3]1, predict the reactants needed to synthesize it. The reactants are: [O:1]1[C:5]2([CH2:10][CH2:9][CH:8]([O:11][C:12]3[CH:13]=[C:14]([CH:18]=[C:19]([C:21]([F:24])([F:23])[F:22])[N:20]=3)[C:15](O)=[O:16])[CH2:7][CH2:6]2)[O:4][CH2:3][CH2:2]1.B. (5) Given the product [O:18]=[C:12]1[NH:13][C:14](=[O:17])[CH:15]=[CH:16][N:11]1[C@@H:4]1[O:5][C@H:6]([CH2:9][O:10][P:36]([NH:47][C@@H:48]([CH3:49])[C:50]([O:52][CH:53]2[CH2:56][CH2:55][CH2:54]2)=[O:51])([O:37][C:38]2[CH:43]=[CH:42][CH:41]=[CH:40][CH:39]=2)=[O:44])[C@@H:7]([OH:8])[C@@:3]1([C:1]#[CH:2])[OH:19], predict the reactants needed to synthesize it. The reactants are: [C:1]([C@@:3]1([OH:19])[C@H:7]([OH:8])[C@@H:6]([CH2:9][OH:10])[O:5][C@H:4]1[N:11]1[CH:16]=[CH:15][C:14](=[O:17])[NH:13][C:12]1=[O:18])#[CH:2].CN(C1C2C(N(C)C)=CC=CC=2C=CC=1)C.[P:36](Cl)(Cl)(=[O:44])[O:37][C:38]1[CH:43]=[CH:42][CH:41]=[CH:40][CH:39]=1.[NH2:47][C@H:48]([C:50]([O:52][CH:53]1[CH2:56][CH2:55][CH2:54]1)=[O:51])[CH3:49].C(N(CC)CC)C. (6) Given the product [CH2:1]([O:3][C:4]1[CH:13]=[CH:12][C:7]([C:8]([O:10][CH3:11])=[O:9])=[CH:6][C:5]=1[C:16]#[C:15][C:17]1[CH:22]=[CH:21][CH:20]=[CH:19][N:18]=1)[CH3:2], predict the reactants needed to synthesize it. The reactants are: [CH2:1]([O:3][C:4]1[CH:13]=[CH:12][C:7]([C:8]([O:10][CH3:11])=[O:9])=[CH:6][C:5]=1I)[CH3:2].[C:15]([C:17]1[CH:22]=[CH:21][CH:20]=[CH:19][N:18]=1)#[CH:16].C(N(CC)CC)C. (7) Given the product [C:13]([O:17][C:18]([N:20]1[CH2:21][CH:22]=[C:23]([O:26][S:34]([C:37]([F:40])([F:39])[F:38])(=[O:36])=[O:35])[CH2:24][CH2:25]1)=[O:19])([CH3:16])([CH3:14])[CH3:15], predict the reactants needed to synthesize it. The reactants are: C([Li])CCC.C(NC(C)C)(C)C.[C:13]([O:17][C:18]([N:20]1[CH2:25][CH2:24][C:23](=[O:26])[CH2:22][CH2:21]1)=[O:19])([CH3:16])([CH3:15])[CH3:14].C1C=CC(N([S:34]([C:37]([F:40])([F:39])[F:38])(=[O:36])=[O:35])[S:34]([C:37]([F:40])([F:39])[F:38])(=[O:36])=[O:35])=CC=1. (8) Given the product [Cl:21][C:13]1[CH:14]=[CH:15][C:16]([CH:18]([CH3:20])[CH3:19])=[CH:17][C:12]=1[CH2:23][C:22]([O:25][C:26]([CH3:29])([CH3:28])[CH3:27])=[O:24], predict the reactants needed to synthesize it. The reactants are: C[Si]([N-][Si](C)(C)C)(C)C.[Li+].Br[C:12]1[CH:17]=[C:16]([CH:18]([CH3:20])[CH3:19])[CH:15]=[CH:14][C:13]=1[Cl:21].[C:22]([O:25][C:26]([CH3:29])([CH3:28])[CH3:27])(=[O:24])[CH3:23].[Cl-].[NH4+].